From a dataset of Full USPTO retrosynthesis dataset with 1.9M reactions from patents (1976-2016). Predict the reactants needed to synthesize the given product. (1) Given the product [Br:1][C:2]1[CH:3]=[CH:4][C:5]([C:8]([NH:11][C:41]([C:37]2[CH:36]=[C:35]3[C:40](=[CH:39][CH:38]=2)[N:32]([CH2:31][C:28]2[CH:27]=[CH:26][C:25]([C:20]4[C:19]([C:17]([OH:18])=[O:16])=[CH:24][CH:23]=[CH:22][CH:21]=4)=[CH:30][CH:29]=2)[C:33]([CH3:45])=[C:34]3[CH3:44])=[O:42])([CH3:9])[CH3:10])=[CH:6][CH:7]=1, predict the reactants needed to synthesize it. The reactants are: [Br:1][C:2]1[CH:7]=[CH:6][C:5]([C:8]([NH2:11])([CH3:10])[CH3:9])=[CH:4][CH:3]=1.C([O:16][C:17]([C:19]1[CH:24]=[CH:23][CH:22]=[CH:21][C:20]=1[C:25]1[CH:30]=[CH:29][C:28]([CH2:31][N:32]2[C:40]3[C:35](=[CH:36][C:37]([C:41](O)=[O:42])=[CH:38][CH:39]=3)[C:34]([CH3:44])=[C:33]2[CH3:45])=[CH:27][CH:26]=1)=[O:18])(C)(C)C. (2) Given the product [OH:8][CH2:9][CH2:10][NH:11][CH2:12][C@@H:13]([NH:29][C:30]([C:32]1[S:48][C:35]2=[N:36][C:37]3[CH2:38][CH2:39][C@@H:40]([C:44]([CH3:46])([CH3:45])[CH3:47])[CH2:41][C:42]=3[CH:43]=[C:34]2[CH:33]=1)=[O:31])[C:14]1[CH:19]=[CH:18][CH:17]=[C:16]([NH:20][C:21]([C:23]2[CH:27]=[C:26]([CH3:28])[O:25][N:24]=2)=[O:22])[CH:15]=1, predict the reactants needed to synthesize it. The reactants are: C([O:8][CH2:9][CH2:10][NH:11][CH2:12][C@@H:13]([NH:29][C:30]([C:32]1[S:48][C:35]2=[N:36][C:37]3[CH2:38][CH2:39][C@@H:40]([C:44]([CH3:47])([CH3:46])[CH3:45])[CH2:41][C:42]=3[CH:43]=[C:34]2[CH:33]=1)=[O:31])[C:14]1[CH:19]=[CH:18][CH:17]=[C:16]([NH:20][C:21]([C:23]2[CH:27]=[C:26]([CH3:28])[O:25][N:24]=2)=[O:22])[CH:15]=1)C1C=CC=CC=1.CS(O)(=O)=O.[OH-].[Na+]. (3) Given the product [CH3:12][C:11]1[CH:16]=[C:15]([CH3:14])[N:8]=[C:9]([N:24]2[CH2:25][CH:19]3[CH:23]2[CH2:22][N:21]([C:26]([C:28]2[CH:33]=[C:32]([CH3:34])[CH:31]=[CH:30][C:29]=2[N:35]2[N:39]=[CH:38][CH:37]=[N:36]2)=[O:27])[CH2:20]3)[N:10]=1, predict the reactants needed to synthesize it. The reactants are: C12[N:8]([C:9]3C=N[C:16]4[C:11](=[CH:12]C=[CH:14][CH:15]=4)[N:10]=3)CC1CCNC2.[CH:19]12[CH2:25][NH:24][CH:23]1[CH2:22][N:21]([C:26]([C:28]1[CH:33]=[C:32]([CH3:34])[CH:31]=[CH:30][C:29]=1[N:35]1[N:39]=[CH:38][CH:37]=[N:36]1)=[O:27])[CH2:20]2.ClC1N=C(C)C=C(C)N=1. (4) Given the product [C:18]([O:17][C:15](=[O:16])[NH:14][CH:9]1[CH2:8][C:7]2[C:2](=[N:3][CH:4]=[CH:5][CH:6]=2)[NH:1][C:10]1=[O:11])([CH3:21])([CH3:20])[CH3:19], predict the reactants needed to synthesize it. The reactants are: [NH2:1][C:2]1[C:7](/[CH:8]=[C:9](\[NH:14][C:15]([O:17][C:18]([CH3:21])([CH3:20])[CH3:19])=[O:16])/[C:10](OC)=[O:11])=[CH:6][CH:5]=[CH:4][N:3]=1.[H][H]. (5) Given the product [S:7]1[C:6]2[C:10](=[O:11])[O:12][C:1](=[O:3])[CH2:4][C:5]=2[CH:9]=[CH:8]1, predict the reactants needed to synthesize it. The reactants are: [C:1]([CH2:4][C:5]1[CH:9]=[CH:8][S:7][C:6]=1[C:10]([OH:12])=[O:11])([OH:3])=O.C(Cl)(=O)C. (6) Given the product [CH3:7][C:2]([O:15][C:9]1[CH:14]=[CH:13][CH:12]=[CH:11][CH:10]=1)([CH3:8])[C:3]([O:5][CH3:6])=[O:4], predict the reactants needed to synthesize it. The reactants are: Br[C:2]([CH3:8])([CH3:7])[C:3]([O:5][CH3:6])=[O:4].[C:9]1([OH:15])[CH:14]=[CH:13][CH:12]=[CH:11][CH:10]=1.C([O-])([O-])=O.[K+].[K+].